This data is from Forward reaction prediction with 1.9M reactions from USPTO patents (1976-2016). The task is: Predict the product of the given reaction. (1) Given the reactants Br[C:2]1[N:6]2[CH:7]=[CH:8][C:9]([Cl:11])=[CH:10][C:5]2=[N:4][CH:3]=1.C(O)(=O)C(O)=O.C([Sn](CCCC)(CCCC)[C:23]1[CH:24]=[C:25]([C:29]2[CH:30]=[N:31][CH:32]=[CH:33][CH:34]=2)[CH:26]=[CH:27][CH:28]=1)CCC, predict the reaction product. The product is: [Cl:11][C:9]1[CH:8]=[CH:7][N:6]2[C:2]([C:27]3[CH:28]=[CH:23][CH:24]=[C:25]([C:29]4[CH:30]=[N:31][CH:32]=[CH:33][CH:34]=4)[CH:26]=3)=[CH:3][N:4]=[C:5]2[CH:10]=1. (2) Given the reactants C([O:8][C:9]1[C:10]2[C:23](=[O:24])[N:22]([CH2:25][C:26]3[CH:31]=[CH:30][C:29]([F:32])=[CH:28][CH:27]=3)[CH2:21][CH:20]([C:33]([O:35][CH3:36])=[O:34])[C:11]=2[N:12]2[CH2:17][CH2:16][N:15]([CH3:18])[C:14](=[O:19])[C:13]=12)C1C=CC=CC=1, predict the reaction product. The product is: [F:32][C:29]1[CH:28]=[CH:27][C:26]([CH2:25][N:22]2[CH2:21][CH:20]([C:33]([O:35][CH3:36])=[O:34])[C:11]3[N:12]4[CH2:17][CH2:16][N:15]([CH3:18])[C:14](=[O:19])[C:13]4=[C:9]([OH:8])[C:10]=3[C:23]2=[O:24])=[CH:31][CH:30]=1. (3) Given the reactants C[O:2][C:3]([C@H:5]1[CH2:9][C@H:8]([O:10][Si:11]([C:24]([CH3:27])([CH3:26])[CH3:25])([C:18]2[CH:23]=[CH:22][CH:21]=[CH:20][CH:19]=2)[C:12]2[CH:17]=[CH:16][CH:15]=[CH:14][CH:13]=2)[CH2:7][N:6]1[C:28](=[O:42])[NH:29][C:30]1[CH:35]=[CH:34][C:33]([O:36][CH2:37][C:38]([F:41])([F:40])[F:39])=[CH:32][CH:31]=1)=O.[Li+].[BH4-], predict the reaction product. The product is: [F:41][C:38]([F:39])([F:40])[CH2:37][O:36][C:33]1[CH:32]=[CH:31][C:30]([NH:29][C:28]([N:6]2[CH2:7][C@@H:8]([O:10][Si:11]([C:24]([CH3:27])([CH3:25])[CH3:26])([C:18]3[CH:19]=[CH:20][CH:21]=[CH:22][CH:23]=3)[C:12]3[CH:17]=[CH:16][CH:15]=[CH:14][CH:13]=3)[CH2:9][C@@H:5]2[CH2:3][OH:2])=[O:42])=[CH:35][CH:34]=1. (4) Given the reactants [C:1]([O:5][C:6]([NH:8][CH2:9][C@H:10]1[CH2:15][CH2:14][C@H:13]([C:16]([NH:18][C@H:19]([C:37]([NH:39][C:40]2[CH:48]=[C:47]3[C:43]([CH:44]=[N:45][NH:46]3)=[CH:42][CH:41]=2)=[O:38])[CH2:20][C:21]2[CH:26]=[CH:25][C:24]([C:27]3[CH:32]=[CH:31][C:30]([C:33](O)=[O:34])=[CH:29][C:28]=3[CH3:36])=[CH:23][CH:22]=2)=[O:17])[CH2:12][CH2:11]1)=[O:7])([CH3:4])([CH3:3])[CH3:2].[NH2:49][C@@H:50]1[CH2:54][CH2:53][NH:52][C:51]1=[O:55].C(NC(C)C)(C)C.CN(C(ON1N=NC2C=CC=NC1=2)=[N+](C)C)C.F[P-](F)(F)(F)(F)F, predict the reaction product. The product is: [NH:46]1[C:47]2[C:43](=[CH:42][CH:41]=[C:40]([NH:39][C:37](=[O:38])[C@@H:19]([NH:18][C:16]([C@H:13]3[CH2:14][CH2:15][C@H:10]([CH2:9][NH:8][C:6](=[O:7])[O:5][C:1]([CH3:2])([CH3:3])[CH3:4])[CH2:11][CH2:12]3)=[O:17])[CH2:20][C:21]3[CH:22]=[CH:23][C:24]([C:27]4[CH:32]=[CH:31][C:30]([C:33](=[O:34])[NH:49][C@@H:50]5[CH2:54][CH2:53][NH:52][C:51]5=[O:55])=[CH:29][C:28]=4[CH3:36])=[CH:25][CH:26]=3)[CH:48]=2)[CH:44]=[N:45]1. (5) Given the reactants [OH-].[K+].[CH3:3][S:4][CH2:5][CH2:6][C:7]1[CH:8]=[CH:9][C:10]2[N:11]([N:13]=[C:14]([C:27]3[CH:32]=[CH:31][CH:30]=[CH:29][CH:28]=3)[C:15]=2[CH2:16][C:17]2[N:22]=[C:21]([C:23]([O:25]C)=[O:24])[CH:20]=[CH:19][CH:18]=2)[CH:12]=1.Cl, predict the reaction product. The product is: [CH3:3][S:4][CH2:5][CH2:6][C:7]1[CH:8]=[CH:9][C:10]2[N:11]([N:13]=[C:14]([C:27]3[CH:32]=[CH:31][CH:30]=[CH:29][CH:28]=3)[C:15]=2[CH2:16][C:17]2[N:22]=[C:21]([C:23]([OH:25])=[O:24])[CH:20]=[CH:19][CH:18]=2)[CH:12]=1. (6) Given the reactants [Cl:1][C:2]1[C:7]([F:8])=[CH:6][CH:5]=[C:4]([Cl:9])[C:3]=1[CH:10]([O:12][C:13]1[C:14]([NH2:28])=[N:15][CH:16]=[C:17](B2OC(C)(C)C(C)(C)O2)[CH:18]=1)[CH3:11].Br[C:30]1[CH:31]=[N:32][N:33]([CH:35]2[CH2:40][CH2:39][N:38]([C:41](=[O:43])[CH3:42])[CH2:37][CH2:36]2)[CH:34]=1.BrC1C=NN(C2CCNCC2)C=1.C(Cl)(=O)C, predict the reaction product. The product is: [NH2:28][C:14]1[N:15]=[CH:16][C:17]([C:30]2[CH:31]=[N:32][N:33]([CH:35]3[CH2:36][CH2:37][N:38]([C:41](=[O:43])[CH3:42])[CH2:39][CH2:40]3)[CH:34]=2)=[CH:18][C:13]=1[O:12][CH:10]([C:3]1[C:4]([Cl:9])=[CH:5][CH:6]=[C:7]([F:8])[C:2]=1[Cl:1])[CH3:11].